This data is from Forward reaction prediction with 1.9M reactions from USPTO patents (1976-2016). The task is: Predict the product of the given reaction. (1) Given the reactants Cl.[F:2][C:3]1[CH:8]=[CH:7][C:6]([C:9]2[O:10][C:11]3[CH2:16][CH2:15][NH:14][CH2:13][C:12]=3[N:17]=2)=[CH:5][CH:4]=1.Cl[C:19]1[C:24]([C:25]#[N:26])=[CH:23][CH:22]=[CH:21][N:20]=1.CCN(C(C)C)C(C)C, predict the reaction product. The product is: [F:2][C:3]1[CH:4]=[CH:5][C:6]([C:9]2[O:10][C:11]3[CH2:16][CH2:15][N:14]([C:19]4[N:20]=[CH:21][CH:22]=[CH:23][C:24]=4[C:25]#[N:26])[CH2:13][C:12]=3[N:17]=2)=[CH:7][CH:8]=1. (2) Given the reactants C(=O)([O-])[O-].[K+].[K+].Br[CH2:8][C:9]([NH:11][CH2:12][CH2:13][CH2:14][CH2:15][CH2:16][CH2:17][CH3:18])=[O:10].[OH:19][CH2:20][CH2:21][CH2:22][N:23]1[CH2:28][CH2:27][NH:26][CH2:25][CH2:24]1, predict the reaction product. The product is: [CH2:12]([NH:11][C:9](=[O:10])[CH2:8][N:26]1[CH2:27][CH2:28][N:23]([CH2:22][CH2:21][CH2:20][OH:19])[CH2:24][CH2:25]1)[CH2:13][CH2:14][CH2:15][CH2:16][CH2:17][CH3:18].